Dataset: Catalyst prediction with 721,799 reactions and 888 catalyst types from USPTO. Task: Predict which catalyst facilitates the given reaction. Reactant: [CH:1]1([NH:4][C:5]([C:7]2[C:15]3[CH:14]=[C:13]([C:16]4[C:21]([Br:22])=[CH:20][N:19]=[C:18](Cl)[N:17]=4)[S:12][C:11]=3[CH:10]=[CH:9][CH:8]=2)=[O:6])[CH2:3][CH2:2]1.[C:24]([O:28][C:29]([N:31]1[CH2:36][CH2:35][C:34]([CH2:38][CH2:39][NH2:40])([CH3:37])[CH2:33][CH2:32]1)=[O:30])([CH3:27])([CH3:26])[CH3:25].C(N(C(C)C)CC)(C)C. Product: [C:24]([O:28][C:29]([N:31]1[CH2:36][CH2:35][C:34]([CH2:38][CH2:39][NH:40][C:18]2[N:17]=[C:16]([C:13]3[S:12][C:11]4[CH:10]=[CH:9][CH:8]=[C:7]([C:5](=[O:6])[NH:4][CH:1]5[CH2:3][CH2:2]5)[C:15]=4[CH:14]=3)[C:21]([Br:22])=[CH:20][N:19]=2)([CH3:37])[CH2:33][CH2:32]1)=[O:30])([CH3:27])([CH3:26])[CH3:25]. The catalyst class is: 12.